Task: Predict the reactants needed to synthesize the given product.. Dataset: Full USPTO retrosynthesis dataset with 1.9M reactions from patents (1976-2016) Given the product [CH2:1]([N:8]1[CH2:14][CH:13]2[CH2:15][CH:10]([CH2:11][C:12]2=[O:16])[CH2:9]1)[C:2]1[CH:3]=[CH:4][CH:5]=[CH:6][CH:7]=1, predict the reactants needed to synthesize it. The reactants are: [CH2:1]([N:8]1[CH2:14][CH:13]2[CH2:15][CH:10]([CH2:11][CH:12]2[OH:16])[CH2:9]1)[C:2]1[CH:7]=[CH:6][CH:5]=[CH:4][CH:3]=1.C[N+]1([O-])CCOCC1.